This data is from Reaction yield outcomes from USPTO patents with 853,638 reactions. The task is: Predict the reaction yield, written as a fraction of the theoretical maximum amount of product (1.0 means a 100% yield; for example, 0.34 means a 34% yield). (1) The reactants are [CH:1]1([C@@H:4]2[NH:9][C:8](=[O:10])[C@H:7]([CH2:11][CH:12]([CH3:14])[CH3:13])[NH:6][CH2:5]2)[CH2:3][CH2:2]1.[F:15][C:16]1[CH:21]=[CH:20][C:19]([C:22]2[O:26][N:25]=[C:24]([C:27](O)=[O:28])[CH:23]=2)=[CH:18][CH:17]=1.C([C@@H]1N(C(=O)/C=C/C2C=CC=CC=2)C[C@H](CC(C)C)NC1=O)C(C)C. No catalyst specified. The product is [CH:1]1([C@@H:4]2[NH:9][C:8](=[O:10])[C@H:7]([CH2:11][CH:12]([CH3:14])[CH3:13])[N:6]([C:27]([C:24]3[CH:23]=[C:22]([C:19]4[CH:20]=[CH:21][C:16]([F:15])=[CH:17][CH:18]=4)[O:26][N:25]=3)=[O:28])[CH2:5]2)[CH2:3][CH2:2]1. The yield is 0.790. (2) The reactants are [C:1]1([C:7]2[C:15]3[C:10](=[CH:11][C:12]([C:16]([OH:18])=[O:17])=[CH:13][CH:14]=3)[NH:9][CH:8]=2)[CH2:6][CH2:5][CH2:4][CH2:3][CH:2]=1.CO. The catalyst is C1COCC1. The product is [CH:1]1([C:7]2[C:15]3[C:10](=[CH:11][C:12]([C:16]([OH:18])=[O:17])=[CH:13][CH:14]=3)[NH:9][CH:8]=2)[CH2:2][CH2:3][CH2:4][CH2:5][CH2:6]1. The yield is 0.790. (3) The product is [F:11][C:4]([F:3])([F:10])[C:5](=[O:7])[CH:13]=[C:12]([OH:14])[C:15]1[CH:28]=[CH:27][C:26]2[C:25]3[C:20](=[CH:21][CH:22]=[CH:23][CH:24]=3)[CH:19]=[CH:18][C:17]=2[CH:16]=1. The yield is 0.900. The catalyst is O1CCCC1. The reactants are [H-].[Na+].[F:3][C:4]([F:11])([F:10])[C:5]([O:7]CC)=O.[C:12]([C:15]1[CH:28]=[CH:27][C:26]2[C:25]3[C:20](=[CH:21][CH:22]=[CH:23][CH:24]=3)[CH:19]=[CH:18][C:17]=2[CH:16]=1)(=[O:14])[CH3:13]. (4) The reactants are [NH2:1][CH:2]1[CH2:6][CH2:5][N:4]([C:7]2[CH:16]=[CH:15][C:14]3[C:9](=[CH:10][CH:11]=[C:12]([Cl:28])[C:13]=3[NH:17][C:18](=[O:27])[CH2:19][CH2:20][CH:21]3[CH2:26][CH2:25][CH2:24][CH2:23][CH2:22]3)[N:8]=2)[CH2:3]1.[Si]([O:36][CH2:37][CH:38]=O)(C(C)(C)C)(C)C.[C:40]([O:43][BH-]([O:43][C:40](=[O:42])[CH3:41])[O:43][C:40](=[O:42])[CH3:41])(=[O:42])[CH3:41].[Na+]. No catalyst specified. The product is [NH3:1].[C:40]([O-:43])(=[O:42])[CH3:41].[NH4+:1].[Cl:28][C:12]1[C:13]([NH:17][C:18](=[O:27])[CH2:19][CH2:20][CH:21]2[CH2:22][CH2:23][CH2:24][CH2:25][CH2:26]2)=[C:14]2[C:9](=[CH:10][CH:11]=1)[N:8]=[C:7]([N:4]1[CH2:5][CH2:6][C@H:2]([NH:1][CH2:38][CH2:37][OH:36])[CH2:3]1)[CH:16]=[CH:15]2. The yield is 0.100. (5) The reactants are [CH2:1]1[CH:5]2[CH:6]3[CH:10]=[CH:9][CH:8]([CH:4]2[CH:3]=C1)[CH2:7]3.[C:11](N)(N)=[O:12].OO.C(OC(=O)C)(=[O:19])C. The catalyst is C1(C)C=CC=CC=1. The product is [CH2:7]1[CH:6]2[CH:10]3[O:19][CH:9]3[CH:8]1[CH:4]1[CH:5]2[CH:1]2[O:12][CH:11]2[CH2:3]1. The yield is 0.920.